Dataset: Forward reaction prediction with 1.9M reactions from USPTO patents (1976-2016). Task: Predict the product of the given reaction. (1) Given the reactants Br[C:2]1[C:11](=[O:12])[C:10]2[C:5](=[CH:6][C:7]([O:13][CH3:14])=[CH:8][CH:9]=2)[O:4][CH:3]=1.[CH3:15][O:16][C:17]1[CH:22]=[CH:21][C:20]([O:23][CH3:24])=[CH:19][C:18]=1B(O)O.C([O-])([O-])=O.[Na+].[Na+], predict the reaction product. The product is: [CH3:15][O:16][C:17]1[CH:22]=[CH:21][C:20]([O:23][CH3:24])=[CH:19][C:18]=1[C:2]1[C:11](=[O:12])[C:10]2[C:5](=[CH:6][C:7]([O:13][CH3:14])=[CH:8][CH:9]=2)[O:4][CH:3]=1. (2) Given the reactants [F:1][C:2]1[CH:7]=[CH:6][CH:5]=[CH:4][C:3]=1[N:8]1[CH2:13][C:12]2[CH:14]=[CH:15][CH:16]=[CH:17][C:11]=2[NH:10][S:9]1(=[O:19])=[O:18].[Br:20][CH2:21][CH2:22][CH2:23]O.CC(OC(/N=N/C(OC(C)C)=O)=O)C.C1(P(C2C=CC=CC=2)C2C=CC=CC=2)C=CC=CC=1.[Cl-].[Na+], predict the reaction product. The product is: [Br:20][CH2:21][CH2:22][CH2:23][N:10]1[C:11]2[CH:17]=[CH:16][CH:15]=[CH:14][C:12]=2[CH2:13][N:8]([C:3]2[CH:4]=[CH:5][CH:6]=[CH:7][C:2]=2[F:1])[S:9]1(=[O:19])=[O:18]. (3) Given the reactants Br[C:2]1[CH:29]=[CH:28][C:5]([CH2:6][N:7]2[C:15]3[C:14]([O:16][CH3:17])=[N:13][C:12]([N:18]4[CH:22]=[C:21]([C:23]([O:25][CH2:26][CH3:27])=[O:24])[CH:20]=[N:19]4)=[N:11][C:10]=3[CH:9]=[N:8]2)=[CH:4][CH:3]=1.[CH3:30][C:31]1([CH3:37])[CH2:35][NH:34][C:33](=[O:36])[CH2:32]1, predict the reaction product. The product is: [CH3:30][C:31]1([CH3:37])[CH2:35][N:34]([C:2]2[CH:29]=[CH:28][C:5]([CH2:6][N:7]3[C:15]4[C:14]([O:16][CH3:17])=[N:13][C:12]([N:18]5[CH:22]=[C:21]([C:23]([O:25][CH2:26][CH3:27])=[O:24])[CH:20]=[N:19]5)=[N:11][C:10]=4[CH:9]=[N:8]3)=[CH:4][CH:3]=2)[C:33](=[O:36])[CH2:32]1. (4) The product is: [Cl:26][C:22]1[CH:23]=[C:24]2[C:19](=[CH:20][C:21]=1[O:27][CH2:28][CH:29]1[CH2:30][CH2:31]1)[NH:18][C:17](=[O:32])[C:16]([C@@H:14]([NH:13][C:2]1[C:7](=[O:8])[N:6]([CH3:9])[C:5]([C:10]#[N:11])=[CH:4][CH:3]=1)[CH3:15])=[CH:25]2. Given the reactants F[C:2]1[C:7](=[O:8])[N:6]([CH3:9])[C:5]([C:10]#[N:11])=[CH:4][CH:3]=1.Cl.[NH2:13][C@H:14]([C:16]1[C:17](=[O:32])[NH:18][C:19]2[C:24]([CH:25]=1)=[CH:23][C:22]([Cl:26])=[C:21]([O:27][CH2:28][CH:29]1[CH2:31][CH2:30]1)[CH:20]=2)[CH3:15].CS(C)=O.CCN(C(C)C)C(C)C, predict the reaction product. (5) Given the reactants Cl.[S:2]([N:12]1[C:16]2=[N:17][CH:18]=[C:19]([CH2:21][NH2:22])[N:20]=[C:15]2[CH:14]=[CH:13]1)([C:5]1[CH:11]=[CH:10][C:8]([CH3:9])=[CH:7][CH:6]=1)(=[O:4])=[O:3].[C:23]([O:27][C:28]([N:30]1[CH2:35][CH2:34][C@@H:33]([CH3:36])[C@@H:32]([C:37](O)=[O:38])[CH2:31]1)=[O:29])([CH3:26])([CH3:25])[CH3:24].CN(C(ON1N=NC2C=CC=NC1=2)=[N+](C)C)C.F[P-](F)(F)(F)(F)F.CCN(C(C)C)C(C)C, predict the reaction product. The product is: [C:23]([O:27][C:28]([N:30]1[CH2:35][CH2:34][C@@H:33]([CH3:36])[C@@H:32]([C:37](=[O:38])[NH:22][CH2:21][C:19]2[N:20]=[C:15]3[CH:14]=[CH:13][N:12]([S:2]([C:5]4[CH:6]=[CH:7][C:8]([CH3:9])=[CH:10][CH:11]=4)(=[O:3])=[O:4])[C:16]3=[N:17][CH:18]=2)[CH2:31]1)=[O:29])([CH3:25])([CH3:26])[CH3:24].